This data is from Reaction yield outcomes from USPTO patents with 853,638 reactions. The task is: Predict the reaction yield, written as a fraction of the theoretical maximum amount of product (1.0 means a 100% yield; for example, 0.34 means a 34% yield). The reactants are C[Si]([N-][Si](C)(C)C)(C)C.[Na+].[NH2:11][C:12]1[N:16](C(OC(C)(C)C)=O)[N:15]=[C:14]([CH2:24][CH2:25][C:26]2[CH:31]=[C:30]([O:32][CH3:33])[CH:29]=[C:28]([O:34][CH3:35])[CH:27]=2)[CH:13]=1.[CH3:36][N:37]1[CH2:42][CH2:41][N:40]([C:43]2[N:48]=[CH:47][C:46]([C:49](OC)=[O:50])=[CH:45][N:44]=2)[CH2:39][CH2:38]1. The catalyst is C1COCC1. The product is [CH3:33][O:32][C:30]1[CH:31]=[C:26]([CH2:25][CH2:24][C:14]2[CH:13]=[C:12]([NH:11][C:49]([C:46]3[CH:47]=[N:48][C:43]([N:40]4[CH2:41][CH2:42][N:37]([CH3:36])[CH2:38][CH2:39]4)=[N:44][CH:45]=3)=[O:50])[NH:16][N:15]=2)[CH:27]=[C:28]([O:34][CH3:35])[CH:29]=1. The yield is 0.00633.